Task: Predict the reaction yield, written as a fraction of the theoretical maximum amount of product (1.0 means a 100% yield; for example, 0.34 means a 34% yield).. Dataset: Reaction yield outcomes from USPTO patents with 853,638 reactions (1) The reactants are [CH:1]([O:3][CH2:4][C:5]1[CH:10]=[CH:9][CH:8]=[CH:7][CH:6]=1)=[O:2].C(O)(=O)[CH2:12][CH2:13][CH2:14][CH2:15][C:16]([OH:18])=[O:17]. The catalyst is CCCCCCCC. The product is [CH2:4]([O:3][C:1](=[O:2])[CH2:12][CH2:13][CH2:14][CH2:15][C:16]([OH:18])=[O:17])[C:5]1[CH:10]=[CH:9][CH:8]=[CH:7][CH:6]=1. The yield is 0.870. (2) The reactants are [NH2:1][C:2]1[N:10]=[C:9]([O:11][CH3:12])[CH:8]=[C:7]([O:13][CH3:14])[C:3]=1[C:4]([NH2:6])=[O:5].[O:15]([CH2:23][CH2:24][O:25][C:26]1[C:33]([CH3:34])=[CH:32][C:29]([CH:30]=O)=[CH:28][C:27]=1[CH3:35])[Si](C(C)(C)C)(C)C.OS([O-])=O.[Na+].CC1C=CC(S(O)(=O)=O)=CC=1.CCCC[N+](CCCC)(CCCC)CCCC.[F-]. The catalyst is CN(C)C(=O)C.C1COCC1.O. The product is [OH:15][CH2:23][CH2:24][O:25][C:26]1[C:33]([CH3:34])=[CH:32][C:29]([C:30]2[NH:6][C:4](=[O:5])[C:3]3[C:7]([O:13][CH3:14])=[CH:8][C:9]([O:11][CH3:12])=[N:10][C:2]=3[N:1]=2)=[CH:28][C:27]=1[CH3:35]. The yield is 0.0600.